The task is: Regression/Classification. Given a drug SMILES string, predict its absorption, distribution, metabolism, or excretion properties. Task type varies by dataset: regression for continuous measurements (e.g., permeability, clearance, half-life) or binary classification for categorical outcomes (e.g., BBB penetration, CYP inhibition). Dataset: bbb_martins.. This data is from Blood-brain barrier penetration binary classification data from Martins et al.. (1) The result is 1 (penetrates BBB). The molecule is C[C@@H]1C[C@H]2[C@@H]3C[C@H](F)C4=CC(=O)C=C[C@]4(C)C3(Cl)[C@@H](F)C[C@]2(C)[C@H]1C(=O)CO. (2) The molecule is CN(C)[C@@H]1C(=O)/C(=C(/O)NCNC(C(=O)NC2C(=O)N3C2SC(C)(C)C3C(=O)O)c2ccccc2)C(=O)[C@@]2(O)C(=O)C3=C(O)c4c(O)cccc4[C@@](C)(O)[C@H]3C[C@@H]12. The result is 0 (does not penetrate BBB). (3) The molecule is CNc1nc(Cl)c(SC)c(N2CCN(C)CC2)n1. The result is 1 (penetrates BBB).